From a dataset of Full USPTO retrosynthesis dataset with 1.9M reactions from patents (1976-2016). Predict the reactants needed to synthesize the given product. (1) Given the product [CH3:19][C:17]([CH3:18])([CH3:20])[CH2:16][CH2:15][NH:14][C:13](=[O:21])[C@H:11]([CH3:12])[CH2:10][C@H:9]([OH:22])[C@@H:8]([NH2:7])[CH2:23][C:24]1[CH:29]=[CH:28][CH:27]=[CH:26][CH:25]=1, predict the reactants needed to synthesize it. The reactants are: C(OC(=O)[NH:7][C@@H:8]([CH2:23][C:24]1[CH:29]=[CH:28][CH:27]=[CH:26][CH:25]=1)[C@@H:9]([OH:22])[CH2:10][C@H:11]([C:13](=[O:21])[NH:14][CH2:15][CH2:16][C:17]([CH3:20])([CH3:19])[CH3:18])[CH3:12])(C)(C)C.Cl. (2) Given the product [CH:28]1([CH:31]([NH:35][C:11]2[C:10]([N+:23]([O-:25])=[O:24])=[C:9]([C:6]3[CH:7]=[CH:8][C:3]([O:2][CH3:1])=[CH:4][C:5]=3[CH3:26])[CH:14]=[CH:13][N:12]=2)[CH2:32][CH2:33][CH3:34])[CH2:30][CH2:29]1, predict the reactants needed to synthesize it. The reactants are: [CH3:1][O:2][C:3]1[CH:8]=[CH:7][C:6]([C:9]2[CH:14]=[CH:13][N:12]=[C:11](OS(C(F)(F)F)(=O)=O)[C:10]=2[N+:23]([O-:25])=[O:24])=[C:5]([CH3:26])[CH:4]=1.Cl.[CH:28]1([CH:31]([NH2:35])[CH2:32][CH2:33][CH3:34])[CH2:30][CH2:29]1. (3) Given the product [NH2:1][C:2](=[N:12][O:13][C:14]([C:15]1[CH:16]=[CH:17][CH:18]=[C:19]([CH3:20])[N:29]=1)=[O:22])[CH2:3][P:4](=[O:11])([O:8][CH2:9][CH3:10])[O:5][CH2:6][CH3:7], predict the reactants needed to synthesize it. The reactants are: [NH2:1][C:2](=[N:12][O:13][C:14](=[O:22])[C:15]1[CH:20]=[CH:19][CH:18]=[C:17](Cl)[CH:16]=1)[CH2:3][P:4](=[O:11])([O:8][CH2:9][CH3:10])[O:5][CH2:6][CH3:7].CC1[N:29]=C(C(Cl)=O)C=CC=1. (4) Given the product [Cl:6][C:7]1[CH:8]=[C:9]([N:19]2[C:24](=[O:25])[C:23]3[CH:26]=[CH:27][NH:28][C:22]=3[N:21]=[C:20]2[S:29][CH3:1])[CH:10]=[CH:11][C:12]=1[O:13][CH2:14][C:15]([F:16])([F:17])[F:18], predict the reactants needed to synthesize it. The reactants are: [C:1](=O)([O-])O.[Na+].[Cl:6][C:7]1[CH:8]=[C:9]([N:19]2[C:24](=[O:25])[C:23]3[CH:26]=[CH:27][NH:28][C:22]=3[NH:21][C:20]2=[S:29])[CH:10]=[CH:11][C:12]=1[O:13][CH2:14][C:15]([F:18])([F:17])[F:16].IC. (5) Given the product [F:1][C:2]1[CH:3]=[C:4]2[C:9](=[CH:10][CH:11]=1)[N:8]=[C:7]([O:12][CH3:13])[C:6]([NH:14][C:15]([N:31]1[CH2:30][CH2:29][N:28]([C:23]3[CH:24]=[CH:25][CH:26]=[CH:27][C:22]=3[C:20]#[N:21])[CH2:33][CH2:32]1)=[O:19])=[N:5]2, predict the reactants needed to synthesize it. The reactants are: [F:1][C:2]1[CH:3]=[C:4]2[C:9](=[CH:10][CH:11]=1)[N:8]=[C:7]([O:12][CH3:13])[C:6]([NH:14][C:15](=[O:19])OCC)=[N:5]2.[C:20]([C:22]1[CH:27]=[CH:26][CH:25]=[CH:24][C:23]=1[N:28]1[CH2:33][CH2:32][NH:31][CH2:30][CH2:29]1)#[N:21]. (6) The reactants are: [CH3:1][N:2]1[C:6]([CH2:7][O:8][CH2:9][C:10]2[CH:11]=[C:12]([NH:16][C:17]3[C:18]([NH2:27])=[CH:19][C:20]([C:23]([F:26])([F:25])[F:24])=[CH:21][CH:22]=3)[CH:13]=[CH:14][CH:15]=2)=[N:5][CH:4]=[N:3]1.[CH:28](OCC)(OCC)OCC.C1(C)C=CC(S(O)(=O)=O)=CC=1.CC1C=CC2N(C3C=CC=C(COCC4N(C)N=CN=4)C=3)C=NC=2C=1.CC1C=C(N)C(NC2C=CC=C(COCC3N(C)N=CN=3)C=2)=CC=1.CN1C(COCC2C=C(N3C4C=CC(C(=O)C)=CC=4N=C3)C=CC=2)=NC=N1.NC1C=C(C(=O)C)C=CC=1NC1C=CC=C(COCC2N(C)N=CN=2)C=1. Given the product [CH3:1][N:2]1[C:6]([CH2:7][O:8][CH2:9][C:10]2[CH:11]=[C:12]([N:16]3[C:17]4[CH:22]=[CH:21][C:20]([C:23]([F:24])([F:26])[F:25])=[CH:19][C:18]=4[N:27]=[CH:28]3)[CH:13]=[CH:14][CH:15]=2)=[N:5][CH:4]=[N:3]1, predict the reactants needed to synthesize it.